This data is from Peptide-MHC class I binding affinity with 185,985 pairs from IEDB/IMGT. The task is: Regression. Given a peptide amino acid sequence and an MHC pseudo amino acid sequence, predict their binding affinity value. This is MHC class I binding data. (1) The peptide sequence is GLLYFILFFV. The MHC is HLA-A02:01 with pseudo-sequence HLA-A02:01. The binding affinity (normalized) is 0.636. (2) The peptide sequence is ITYCLVTHM. The MHC is HLA-A68:02 with pseudo-sequence HLA-A68:02. The binding affinity (normalized) is 0.378. (3) The peptide sequence is NHINVMLSL. The MHC is HLA-B38:01 with pseudo-sequence HLA-B38:01. The binding affinity (normalized) is 0.592. (4) The peptide sequence is SLAIDAYPL. The MHC is HLA-B08:01 with pseudo-sequence HLA-B08:01. The binding affinity (normalized) is 0.157. (5) The MHC is Patr-A0101 with pseudo-sequence Patr-A0101. The binding affinity (normalized) is 0. The peptide sequence is YTGDFGSVI. (6) The peptide sequence is WFREDRSPV. The MHC is HLA-B38:01 with pseudo-sequence HLA-B38:01. The binding affinity (normalized) is 0.0847. (7) The peptide sequence is ETINEEAAEW. The MHC is HLA-A31:01 with pseudo-sequence HLA-A31:01. The binding affinity (normalized) is 0.0115.